From a dataset of Reaction yield outcomes from USPTO patents with 853,638 reactions. Predict the reaction yield, written as a fraction of the theoretical maximum amount of product (1.0 means a 100% yield; for example, 0.34 means a 34% yield). The reactants are [CH:1]([C:4]1[CH:9]=[CH:8][C:7]([CH:10]2[C:14]3[C:15]([CH3:22])=[C:16]([NH2:21])[C:17]([CH3:20])=[C:18]([CH3:19])[C:13]=3[O:12][C:11]2([CH3:24])[CH3:23])=[CH:6][CH:5]=1)([CH3:3])[CH3:2].[Cl:25][C:26]1[CH:34]=[CH:33][C:29]([C:30](Cl)=[O:31])=[CH:28][CH:27]=1. The catalyst is C(OCC)(=O)C.CCCCCC. The product is [Cl:25][C:26]1[CH:34]=[CH:33][C:29]([C:30]([NH:21][C:16]2[C:17]([CH3:20])=[C:18]([CH3:19])[C:13]3[O:12][C:11]([CH3:24])([CH3:23])[CH:10]([C:7]4[CH:8]=[CH:9][C:4]([CH:1]([CH3:3])[CH3:2])=[CH:5][CH:6]=4)[C:14]=3[C:15]=2[CH3:22])=[O:31])=[CH:28][CH:27]=1. The yield is 0.710.